Task: Predict the product of the given reaction.. Dataset: Forward reaction prediction with 1.9M reactions from USPTO patents (1976-2016) (1) Given the reactants [NH2:1][CH2:2][C@@H:3]1[C@H:8]([CH3:9])[CH2:7][CH2:6][CH2:5][N:4]1[C:10]([C:12]1[CH:17]=[CH:16][C:15]([CH3:18])=[CH:14][C:13]=1[N:19]1[N:23]=[CH:22][CH:21]=[N:20]1)=[O:11].Cl[C:25]1[N:30]=[CH:29][C:28]([Cl:31])=[CH:27][N:26]=1, predict the reaction product. The product is: [Cl:31][C:28]1[CH:27]=[N:26][C:25]([NH:1][CH2:2][C@@H:3]2[C@H:8]([CH3:9])[CH2:7][CH2:6][CH2:5][N:4]2[C:10]([C:12]2[CH:17]=[CH:16][C:15]([CH3:18])=[CH:14][C:13]=2[N:19]2[N:23]=[CH:22][CH:21]=[N:20]2)=[O:11])=[N:30][CH:29]=1. (2) Given the reactants [C:1]1([CH2:7][CH2:8][NH:9]C=O)[CH:6]=[CH:5][CH:4]=[CH:3][CH:2]=1.[Cl:12][S:13]([C:16]1[CH:17]=[CH:18][C:19]([OH:26])=[C:20]([CH:25]=1)[C:21]([O:23][CH3:24])=[O:22])(=[O:15])=[O:14].[Cl-].[Al+3].[Cl-].[Cl-].C(OCC)(=O)C, predict the reaction product. The product is: [ClH:12].[NH2:9][CH2:8][CH2:7][C:1]1[CH:2]=[CH:3][C:4]([S:13]([C:16]2[CH:17]=[CH:18][C:19]([OH:26])=[C:20]([CH:25]=2)[C:21]([O:23][CH3:24])=[O:22])(=[O:15])=[O:14])=[CH:5][CH:6]=1. (3) Given the reactants [C:1]([C:3]1[CH:4]=[C:5](B(O)O)[CH:6]=[N:7][CH:8]=1)#[N:2].C(=O)([O-])[O-].[K+].[K+].FC(F)(F)S(O[C:24]1[CH:25]=[C:26]2[C@@:37]3([CH2:41][O:40][C:39]([NH2:42])=[N:38]3)[C:36]3[C:31](=[N:32][CH:33]=[C:34]([C:43]#[C:44][C:45]([CH3:48])([CH3:47])[CH3:46])[CH:35]=3)[O:30][C:27]2=[CH:28][CH:29]=1)(=O)=O.O1CCOCC1, predict the reaction product. The product is: [NH2:42][C:39]1[O:40][CH2:41][C@:37]2([C:36]3[C:31](=[N:32][CH:33]=[C:34]([C:43]#[C:44][C:45]([CH3:46])([CH3:47])[CH3:48])[CH:35]=3)[O:30][C:27]3[C:26]2=[CH:25][C:24]([C:5]2[CH:6]=[N:7][CH:8]=[C:3]([CH:4]=2)[C:1]#[N:2])=[CH:29][CH:28]=3)[N:38]=1. (4) Given the reactants C([O:8][CH2:9][CH:10]1[CH2:13][C:12]2([O:17][CH2:16][CH2:15][O:14]2)[CH2:11]1)C1C=CC=CC=1, predict the reaction product. The product is: [CH2:11]1[C:12]2([O:17][CH2:16][CH2:15][O:14]2)[CH2:13][CH:10]1[CH2:9][OH:8].